Dataset: Catalyst prediction with 721,799 reactions and 888 catalyst types from USPTO. Task: Predict which catalyst facilitates the given reaction. Reactant: [N:1]1([CH2:7][C:8]2[CH:9]=[C:10]([C:14]3[O:15][C:16]4[C:22]([C:23]([O:25]C)=O)=[CH:21][CH:20]=[CH:19][C:17]=4[N:18]=3)[CH:11]=[CH:12][CH:13]=2)[CH2:6][CH2:5][NH:4][CH2:3][CH2:2]1.O.[NH4+:28]. Product: [N:1]1([CH2:7][C:8]2[CH:9]=[C:10]([C:14]3[O:15][C:16]4[C:22]([C:23]([NH2:28])=[O:25])=[CH:21][CH:20]=[CH:19][C:17]=4[N:18]=3)[CH:11]=[CH:12][CH:13]=2)[CH2:2][CH2:3][NH:4][CH2:5][CH2:6]1. The catalyst class is: 8.